Task: Predict the reaction yield, written as a fraction of the theoretical maximum amount of product (1.0 means a 100% yield; for example, 0.34 means a 34% yield).. Dataset: Reaction yield outcomes from USPTO patents with 853,638 reactions (1) The reactants are Cl[C:2]1[CH:3]=[C:4]([NH:11][C:12]2[CH:17]=[CH:16][CH:15]=[C:14]([N:18]3[C@@H:22]([CH3:23])[CH2:21][CH2:20][C@@H:19]3[CH3:24])[N:13]=2)[C:5]2[N:6]([CH:8]=[CH:9][N:10]=2)[N:7]=1.[C:25]1(B(O)O)[CH:30]=[CH:29][CH:28]=[CH:27][CH:26]=1.CC(C1C=C(C(C)C)C(C2C=CC=CC=2P(C2CCCCC2)C2CCCCC2)=C(C(C)C)C=1)C.C([O-])([O-])=O.[Na+].[Na+]. The catalyst is O1CCOCC1.O.C1C=CC(/C=C/C(/C=C/C2C=CC=CC=2)=O)=CC=1.C1C=CC(/C=C/C(/C=C/C2C=CC=CC=2)=O)=CC=1.C1C=CC(/C=C/C(/C=C/C2C=CC=CC=2)=O)=CC=1.[Pd].[Pd]. The product is [CH3:24][C@H:19]1[CH2:20][CH2:21][C@H:22]([CH3:23])[N:18]1[C:14]1[N:13]=[C:12]([NH:11][C:4]2[C:5]3[N:6]([CH:8]=[CH:9][N:10]=3)[N:7]=[C:2]([C:25]3[CH:30]=[CH:29][CH:28]=[CH:27][CH:26]=3)[CH:3]=2)[CH:17]=[CH:16][CH:15]=1. The yield is 0.0900. (2) The yield is 0.180. The catalyst is O1CCCC1.C(O)(=O)C. The product is [CH3:11][N:12]1[C:20]2[C:15](=[CH:16][CH:17]=[CH:18][CH:19]=2)[C:14]([CH2:25][NH:6][C:5]2[CH:7]=[CH:8][CH:9]=[CH:10][C:4]=2[N+:1]([O-:3])=[O:2])=[CH:13]1. The reactants are [N+:1]([C:4]1[CH:10]=[CH:9][CH:8]=[CH:7][C:5]=1[NH2:6])([O-:3])=[O:2].[CH3:11][N:12]1[C:20]2[C:15](=[CH:16][CH:17]=[CH:18][CH:19]=2)[CH:14]=[C:13]1C=O.[BH-](OC(C)=O)(OC(C)=O)O[C:25](C)=O.[Na+].C(=O)([O-])O.[Na+]. (3) The reactants are [C:1]([N:20]1[C:24]([C:25](OC)=[O:26])=[CH:23][C:22]([C:29](OC)=[O:30])=[N:21]1)([C:14]1[CH:19]=[CH:18][CH:17]=[CH:16][CH:15]=1)([C:8]1[CH:13]=[CH:12][CH:11]=[CH:10][CH:9]=1)[C:2]1[CH:7]=[CH:6][CH:5]=[CH:4][CH:3]=1.[H-].[H-].[H-].[H-].[Li+].[Al+3]. The catalyst is C1COCC1.CCOCC. The product is [C:1]([N:20]1[C:24]([CH2:25][OH:26])=[CH:23][C:22]([CH2:29][OH:30])=[N:21]1)([C:2]1[CH:7]=[CH:6][CH:5]=[CH:4][CH:3]=1)([C:8]1[CH:9]=[CH:10][CH:11]=[CH:12][CH:13]=1)[C:14]1[CH:19]=[CH:18][CH:17]=[CH:16][CH:15]=1. The yield is 0.900. (4) The reactants are [NH2:1][C:2]1[CH:7]=[CH:6][CH:5]=[CH:4][N:3]=1.[N+:8]([C:11]1[CH:16]=[CH:15][C:14]([N+:17]#[C-:18])=[CH:13][CH:12]=1)([O-:10])=[O:9].[CH:19]([C:21]1[CH:30]=[CH:29][CH:28]=[CH:27][C:22]=1[C:23](OC)=O)=[O:20].Cl(O)(=O)(=O)=[O:32].CC(C)([O-])C.[K+].Cl. The catalyst is CO.C(O)(=O)C. The product is [OH:32][C:5]1[CH:6]=[CH:7][C:2]2[N:3]([CH:4]=1)[C:18]1[N:17]([C:14]3[CH:13]=[CH:12][C:11]([N+:8]([O-:10])=[O:9])=[CH:16][CH:15]=3)[C:19](=[O:20])[C:21]3[C:22]([C:23]=1[N:1]=2)=[CH:27][CH:28]=[CH:29][CH:30]=3. The yield is 0.670. (5) The reactants are C(O)C.[H-].[Na+].[N:6]1[CH:11]=[CH:10][C:9]([C:12]([O:14]CC)=O)=[N:8][CH:7]=1.[C:17]([O:20][CH2:21][CH3:22])(=[O:19])[CH3:18].Cl.C(=O)(O)[O-].[Na+]. The catalyst is C(OCC)C.C1(C)C=CC=CC=1. The product is [O:14]=[C:12]([C:9]1[CH:10]=[CH:11][N:6]=[CH:7][N:8]=1)[CH2:18][C:17]([O:20][CH2:21][CH3:22])=[O:19]. The yield is 0.920. (6) No catalyst specified. The yield is 0.840. The product is [CH:1]([C:4]1[CH:5]=[C:6]([C:7]([OH:9])([CH2:24][CH:20]=[CH2:21])[CH2:15][CH:16]=[CH2:17])[CH:12]=[CH:13][CH:14]=1)([CH3:2])[CH3:3]. The reactants are [CH:1]([C:4]1[CH:5]=[C:6]([CH:12]=[CH:13][CH:14]=1)[C:7]([O:9]CC)=O)([CH3:3])[CH3:2].[CH2:15]([Mg]Br)[CH:16]=[CH2:17].[CH2:20]1[CH2:24]OC[CH2:21]1. (7) The reactants are [CH3:1][C:2]1[CH:6]=[C:5]([CH3:7])[NH:4][C:3]=1/[CH:8]=[C:9]1\[C:10](=[O:25])[N:11]([C:18](N2C=CN=C2)=[O:19])[C:12]2[C:17]\1=[CH:16][CH:15]=[CH:14][CH:13]=2.[CH3:26][OH:27]. No catalyst specified. The product is [CH3:26][O:27][C:18]([N:11]1[C:12]2[C:17](=[CH:16][CH:15]=[CH:14][CH:13]=2)/[C:9](=[CH:8]/[C:3]2[NH:4][C:5]([CH3:7])=[CH:6][C:2]=2[CH3:1])/[C:10]1=[O:25])=[O:19]. The yield is 0.630. (8) The reactants are [NH2:1][C:2]1[N:7]=[C:6]([Cl:8])[CH:5]=[C:4](Cl)[N:3]=1.[F:10][C:11]1[CH:12]=[C:13]([CH:15]=[CH:16][C:17]=1[S:18][C:19]1[CH:24]=[CH:23][N:22]=[CH:21][CH:20]=1)[NH2:14].[OH-].[NH4+]. The catalyst is O.Cl. The product is [NH2:1][C:2]1[N:3]=[C:4]([NH:14][C:13]2[CH:15]=[CH:16][C:17]([S:18][C:19]3[CH:24]=[CH:23][N:22]=[CH:21][CH:20]=3)=[C:11]([F:10])[CH:12]=2)[CH:5]=[C:6]([Cl:8])[N:7]=1. The yield is 0.470.